Dataset: Forward reaction prediction with 1.9M reactions from USPTO patents (1976-2016). Task: Predict the product of the given reaction. Given the reactants Cl[C:2]1[C:7]([CH2:8][CH2:9][C:10](OCC)=[O:11])=[CH:6][N:5]=[C:4](/[CH:15]=[CH:16]/[C:17]2[CH:22]=[CH:21][CH:20]=[CH:19][CH:18]=2)[N:3]=1.[NH3:23].CO, predict the reaction product. The product is: [C:17]1(/[CH:16]=[CH:15]/[CH:4]2[NH:3][C:2]3[NH:23][C:10](=[O:11])[CH2:9][CH2:8][C:7]=3[CH:6]=[N:5]2)[CH:22]=[CH:21][CH:20]=[CH:19][CH:18]=1.